From a dataset of Forward reaction prediction with 1.9M reactions from USPTO patents (1976-2016). Predict the product of the given reaction. Given the reactants [NH2:1][C:2]1[C:7]([NH2:8])=[C:6]([NH:9][C@@H:10]2[C@@H:15]3[CH2:16][C@@H:12]([CH:13]=[CH:14]3)[C@@H:11]2[C:17]([NH2:19])=[O:18])[CH:5]=[CH:4][N:3]=1.[CH3:20][N:21]([CH3:30])[C:22]1[CH:23]=[C:24]([CH:27]=[CH:28][CH:29]=1)[CH:25]=O.C([O-])(=O)C.[NH4+], predict the reaction product. The product is: [CH3:20][N:21]([CH3:30])[C:22]1[CH:23]=[C:24]([C:25]2[NH:1][C:2]3=[N:3][CH:4]=[CH:5][C:6]([NH:9][C@@H:10]4[C@@H:15]5[CH2:16][C@@H:12]([CH:13]=[CH:14]5)[C@@H:11]4[C:17]([NH2:19])=[O:18])=[C:7]3[N:8]=2)[CH:27]=[CH:28][CH:29]=1.